This data is from Reaction yield outcomes from USPTO patents with 853,638 reactions. The task is: Predict the reaction yield, written as a fraction of the theoretical maximum amount of product (1.0 means a 100% yield; for example, 0.34 means a 34% yield). (1) The reactants are [H-].[Al+3].[Li+].[H-].[H-].[H-].C[O:8][C:9]([C:11]1[N:12]([CH3:23])[C:13]2[C:18]([CH:19]=1)=[C:17]([NH2:20])[C:16]([O:21][CH3:22])=[CH:15][CH:14]=2)=O. The catalyst is C1COCC1. The product is [NH2:20][C:17]1[C:16]([O:21][CH3:22])=[CH:15][CH:14]=[C:13]2[C:18]=1[CH:19]=[C:11]([CH2:9][OH:8])[N:12]2[CH3:23]. The yield is 0.940. (2) The reactants are [CH3:1][O:2][C:3]([C:5]1[C:6]2[CH:7]=[CH:8][N:9]([CH:15]([CH3:17])[CH3:16])[C:10]=2[CH:11]=[C:12]([OH:14])[CH:13]=1)=[O:4].[CH3:18][N:19]([CH3:23])[CH2:20][CH2:21]O.C1C=CC(P(C2C=CC=CC=2)C2C=CC=CC=2)=CC=1.CCOC(/N=N/C(OCC)=O)=O. The catalyst is C1COCC1. The product is [CH3:1][O:2][C:3]([C:5]1[C:6]2[CH:7]=[CH:8][N:9]([CH:15]([CH3:17])[CH3:16])[C:10]=2[CH:11]=[C:12]([O:14][CH2:21][CH2:20][N:19]([CH3:23])[CH3:18])[CH:13]=1)=[O:4]. The yield is 0.600.